Task: Predict the reaction yield, written as a fraction of the theoretical maximum amount of product (1.0 means a 100% yield; for example, 0.34 means a 34% yield).. Dataset: Reaction yield outcomes from USPTO patents with 853,638 reactions (1) The reactants are CO[C:3](=[O:23])[C:4]1[CH:9]=[C:8]([C:10]2[N:11]([CH:15]([CH3:17])[CH3:16])[N:12]=[CH:13][CH:14]=2)[C:7]([C:18]([F:21])([F:20])[CH3:19])=[CH:6][C:5]=1[NH2:22].CC[N:26]([CH2:29]C)CC.[CH3:31][S:32]([NH:35]N)(=[O:34])=[O:33].[OH-:37].[Na+]. The catalyst is C(Cl)Cl. The product is [F:20][C:18]([C:7]1[CH:6]=[C:5]2[C:4]([C:3](=[O:23])[N:26]([NH:35][S:32]([CH3:31])(=[O:34])=[O:33])[C:29](=[O:37])[NH:22]2)=[CH:9][C:8]=1[C:10]1[N:11]([CH:15]([CH3:16])[CH3:17])[N:12]=[CH:13][CH:14]=1)([F:21])[CH3:19]. The yield is 0.390. (2) The reactants are [C:1]1([S:7]([C:10]2[CH:15]=[CH:14][C:13]([N:16]3[C:20]4[CH:21]=[CH:22][CH:23]=[CH:24][C:19]=4[N:18]=[CH:17]3)=[CH:12][CH:11]=2)(=[O:9])=[O:8])[CH:6]=[CH:5][CH:4]=[CH:3][CH:2]=1.[F:25][B-:26]([F:29])([F:28])[F:27].[CH3:30][O+](C)C.C(O)C. The catalyst is ClCCl. The product is [F:25][B-:26]([F:29])([F:28])[F:27].[C:1]1([S:7]([C:10]2[CH:11]=[CH:12][C:13]([N+:16]3[C:20]4[CH:21]=[CH:22][CH:23]=[CH:24][C:19]=4[N:18]([CH3:30])[CH:17]=3)=[CH:14][CH:15]=2)(=[O:9])=[O:8])[CH:2]=[CH:3][CH:4]=[CH:5][CH:6]=1. The yield is 0.800. (3) The reactants are [C:1]([CH2:3][C:4]([NH:6][C:7]1[CH:8]=[N:9][CH:10]=[CH:11][C:12]=1[N:13]1[CH2:18][CH2:17][N:16]([CH3:19])[CH2:15][CH2:14]1)=O)#[N:2].C([O-])(=O)C.[Na+].ClC(Cl)(Cl)[C:27]#[N:28].[OH2:31].[NH2:32][NH2:33]. The catalyst is C(O)C. The product is [NH2:2][C:1]1[C:3]([C:4]([NH:6][C:7]2[CH:8]=[N:9][CH:10]=[CH:11][C:12]=2[N:13]2[CH2:18][CH2:17][N:16]([CH3:19])[CH2:15][CH2:14]2)=[O:31])=[C:27]([NH2:28])[NH:33][N:32]=1. The yield is 0.510. (4) The reactants are [N:1]1[CH:6]=[CH:5][CH:4]=[C:3]([O:7][C:8]2[CH:9]=[CH:10][C:11]3[C:12]4[N:26](COCC[Si](C)(C)C)[N:25]=[CH:24][C:13]=4[C:14](=[O:23])[N:15]([CH2:18][C:19]([F:22])([F:21])[F:20])[C:16]=3[CH:17]=2)[CH:2]=1.FC(F)(F)CN1C2C3C=CC=CC=3NC(=O)C=2CN1COCC[Si](C)(C)C.[ClH:62]. The catalyst is O1CCOCC1. The product is [ClH:62].[N:1]1[CH:6]=[CH:5][CH:4]=[C:3]([O:7][C:8]2[CH:9]=[CH:10][C:11]3[C:12]4[C:13](=[CH:24][NH:25][N:26]=4)[C:14](=[O:23])[N:15]([CH2:18][C:19]([F:20])([F:21])[F:22])[C:16]=3[CH:17]=2)[CH:2]=1. The yield is 0.580. (5) The catalyst is FC(F)(F)CO.C(C1C=C(C)C=C(C(C)(C)C)C=1O)(C)(C)C. The product is [CH2:1]([C:4]1[CH:5]=[C:6]([CH2:12][C:13]2[S:26][C:18]3[C:19]([F:25])=[CH:20][C:21]([F:24])=[C:22]([F:23])[C:17]=3[N:14]=2)[CH:7]=[N:8][C:9]=1[CH2:10][CH3:11])[CH:2]=[CH2:3]. The yield is 0.870. The reactants are [CH2:1]([C:4]1[CH:5]=[C:6]([CH2:12][C:13]#[N:14])[CH:7]=[N:8][C:9]=1[CH2:10][CH3:11])[CH:2]=[CH2:3].Cl.N[C:17]1[C:22]([F:23])=[C:21]([F:24])[CH:20]=[C:19]([F:25])[C:18]=1[SH:26].C(O)(=O)C.C(=O)(O)[O-].[Na+]. (6) The reactants are [CH2:1]([CH:8]1[CH2:13][CH2:12][N:11]([CH2:14][CH2:15][CH2:16][CH2:17][C:18]([NH:20][NH2:21])=[O:19])[CH2:10][CH2:9]1)[C:2]1[CH:7]=[CH:6][CH:5]=[CH:4][CH:3]=1.[N+:22]([C:25]1[CH:33]=[CH:32][C:28]([C:29](Cl)=[O:30])=[CH:27][CH:26]=1)([O-:24])=[O:23]. The catalyst is C(Cl)Cl.CCN(CC)CC. The product is [CH2:1]([CH:8]1[CH2:9][CH2:10][N:11]([CH2:14][CH2:15][CH2:16][CH2:17][C:18]([NH:20][NH:21][C:29](=[O:30])[C:28]2[CH:27]=[CH:26][C:25]([N+:22]([O-:24])=[O:23])=[CH:33][CH:32]=2)=[O:19])[CH2:12][CH2:13]1)[C:2]1[CH:7]=[CH:6][CH:5]=[CH:4][CH:3]=1. The yield is 0.920. (7) The reactants are [C:1]([C:3]1[CH:11]=[CH:10][CH:9]=[C:8]2[C:4]=1[CH:5]=[CH:6][NH:7]2)#[N:2].C(N(C(C)C)CC)(C)C.[C:21]1([CH3:31])[CH:26]=[CH:25][C:24]([S:27](Cl)(=[O:29])=[O:28])=[CH:23][CH:22]=1. The catalyst is C(#N)C. The product is [S:27]([N:7]1[C:8]2[CH:9]=[CH:10][CH:11]=[C:3]([C:1]#[N:2])[C:4]=2[CH:5]=[CH:6]1)([C:24]1[CH:25]=[CH:26][C:21]([CH3:31])=[CH:22][CH:23]=1)(=[O:29])=[O:28]. The yield is 0.900. (8) The reactants are [P:1]([OH:45])([O:24][CH2:25][CH2:26][CH2:27][O:28][CH2:29][CH2:30][CH2:31][CH2:32][CH2:33][CH2:34][CH2:35][CH2:36][CH2:37][CH2:38][CH2:39][CH2:40][CH2:41][CH2:42][CH2:43][CH3:44])([O:3][CH2:4][C@@H:5]1[C@@H:9]([OH:10])[C@@H:8]([OH:11])[C@H:7]([N:12]2[C:16]3[N:17]=[CH:18][N:19]=[C:20]([NH2:21])[C:15]=3[C:14]([C:22]#[N:23])=[CH:13]2)[O:6]1)=[O:2].C(N(CC)CC)C.[SH2:53]. The catalyst is N1C=CC=CC=1. The product is [P:1]([OH:45])([O:24][CH2:25][CH2:26][CH2:27][O:28][CH2:29][CH2:30][CH2:31][CH2:32][CH2:33][CH2:34][CH2:35][CH2:36][CH2:37][CH2:38][CH2:39][CH2:40][CH2:41][CH2:42][CH2:43][CH3:44])([O:3][CH2:4][C@@H:5]1[C@@H:9]([OH:10])[C@@H:8]([OH:11])[C@H:7]([N:12]2[C:16]3[N:17]=[CH:18][N:19]=[C:20]([NH2:21])[C:15]=3[C:14]([C:22](=[S:53])[NH2:23])=[CH:13]2)[O:6]1)=[O:2]. The yield is 0.350.